This data is from Experimentally validated miRNA-target interactions with 360,000+ pairs, plus equal number of negative samples. The task is: Binary Classification. Given a miRNA mature sequence and a target amino acid sequence, predict their likelihood of interaction. (1) The miRNA is hsa-let-7b-5p with sequence UGAGGUAGUAGGUUGUGUGGUU. The protein sequence of the target gene is MAAEDVVATGADPSDLESGGLLHEIFTSPLNLLLLGLCIFLLYKIVRGDQPAASGDSDDDEPPPLPRLKRRDFTPAELRRFDGVQDPRILMAINGKVFDVTKGRKFYGPEGPYGVFAGRDASRGLATFCLDKEALKDEYDDLSDLTAAQQETLSDWESQFTFKYHHVGKLLKEGEEPTVYSDEEEPKDESARKND. Result: 1 (interaction). (2) The miRNA is mmu-miR-1247-5p with sequence ACCCGUCCCGUUCGUCCCCGGA. The protein sequence of the target gene is MTEKTNGVKSSPANNHNHHAPPAIKANGKDDHRTSSRPHSAADDDTSSELQRLADVDAPQQGRSGFRRIVRLVGIIREWANKNFREEEPRPDSFLERFRGPELQTVTTQEGDGKGDKDGEDKGTKKKFELFVLDPAGDWYYCWLFVIAMPVLYNWCLLVARACFSDLQKGYYLVWLVLDYVSDVVYIADLFIRLRTGFLEQGLLVKDTKKLRDNYIHTLQFKLDVASIIPTDLIYFAVDIHSPEVRFNRLLHFARMFEFFDRTETRTNYPNIFRISNLVLYILVIIHWNACIYYAISKSI.... Result: 0 (no interaction). (3) The miRNA is hsa-miR-1226-3p with sequence UCACCAGCCCUGUGUUCCCUAG. The protein sequence of the target gene is MAPTIQTQAQREDGHRPNSHRTLPERSGVVCRVKYCNSLPDIPFDPKFITYPFDQNRFVQYKATSLEKQHKHDLLTEPDLGVTIDLINPDTYRIDPNVLLDPADEKLLEEEIQAPTSSKRSQQHAKVVPWMRKTEYISTEFNRYGISNEKPEVKIGVSVKQQFTEEEIYKDRDSQITAIEKTFEDAQKSISQHYSKPRVTPVEVMPVFPDFKMWINPCAQVIFDSDPAPKDTSGAAALEMMSQAMIRGMMDEEGNQFVAYFLPVEETLKKRKRDQEEEMDYAPDDVYDYKIAREYNWNVK.... Result: 1 (interaction).